The task is: Predict which catalyst facilitates the given reaction.. This data is from Catalyst prediction with 721,799 reactions and 888 catalyst types from USPTO. (1) Reactant: [O:1]1[CH:5]=[CH:4][C:3]([C:6]([NH:8][C:9]2[CH:10]=[CH:11][C:12]([CH3:24])=[C:13]([C:15]3[CH:20]=[CH:19][C:18]([C:21]([OH:23])=O)=[CH:17][CH:16]=3)[CH:14]=2)=[O:7])=[CH:2]1.[CH3:25][N:26]([CH3:31])[CH2:27][CH2:28][CH2:29][NH2:30].CN(C(ON1N=NC2C=CC=NC1=2)=[N+](C)C)C.F[P-](F)(F)(F)(F)F.C1C=CC2N(O)N=NC=2C=1.CCN(C(C)C)C(C)C. Product: [CH3:25][N:26]([CH3:31])[CH2:27][CH2:28][CH2:29][NH:30][C:21]([C:18]1[CH:19]=[CH:20][C:15]([C:13]2[C:12]([CH3:24])=[CH:11][CH:10]=[C:9]([NH:8][C:6]([C:3]3[CH:4]=[CH:5][O:1][CH:2]=3)=[O:7])[CH:14]=2)=[CH:16][CH:17]=1)=[O:23]. The catalyst class is: 39. (2) The catalyst class is: 1. Product: [CH2:1]([O:3][C:4](=[O:23])[CH:5]([C:6]1[CH:11]=[CH:10][C:9]([O:12][CH3:13])=[C:8]([B:14]2[O:15][C:16]([CH3:22])([CH3:21])[C:17]([CH3:20])([CH3:19])[O:18]2)[CH:7]=1)[CH3:26])[CH3:2]. Reactant: [CH2:1]([O:3][C:4](=[O:23])[CH2:5][C:6]1[CH:11]=[CH:10][C:9]([O:12][CH3:13])=[C:8]([B:14]2[O:18][C:17]([CH3:20])([CH3:19])[C:16]([CH3:22])([CH3:21])[O:15]2)[CH:7]=1)[CH3:2].IC.[CH3:26][Si](C)(C)N[Si](C)(C)C.[Na]. (3) Reactant: [H-].[Na+].[Cl:3][C:4]1[CH:5]=[CH:6][C:7]([C:35]#[N:36])=[C:8]([C:10]2[C:15]([O:16][CH3:17])=[CH:14][N:13]([CH:18]([CH2:29][C:30]([CH3:33])([CH3:32])[CH3:31])[C:19]([O:21]CC3C=CC=CC=3)=[O:20])[C:12](=[O:34])[CH:11]=2)[CH:9]=1. Product: [Cl:3][C:4]1[CH:5]=[CH:6][C:7]([C:35]#[N:36])=[C:8]([C:10]2[C:15]([O:16][CH3:17])=[CH:14][N:13]([CH:18]([CH2:29][C:30]([CH3:32])([CH3:33])[CH3:31])[C:19]([OH:21])=[O:20])[C:12](=[O:34])[CH:11]=2)[CH:9]=1. The catalyst class is: 1. (4) Reactant: [F:1][C:2]1[CH:10]=[CH:9][C:5]([C:6]([OH:8])=[O:7])=[CH:4][C:3]=1[CH3:11].[Br:12]N1C(=O)CCC1=O.C(OOC(=O)C1C=CC=CC=1)(=O)C1C=CC=CC=1. Product: [Br:12][CH2:11][C:3]1[CH:4]=[C:5]([CH:9]=[CH:10][C:2]=1[F:1])[C:6]([OH:8])=[O:7]. The catalyst class is: 53. (5) Reactant: [F:1][C:2]1[CH:10]=[C:9]2[C:5]([CH:6]=[N:7][N:8]2[C:11]([C:16]2[CH:21]=[CH:20][C:19]([C:22]([F:25])([F:24])[F:23])=[CH:18][CH:17]=2)([CH2:14][CH3:15])[CH2:12][OH:13])=[C:4]([NH:26][C:27]([C:40]2[CH:45]=[CH:44][CH:43]=[CH:42][CH:41]=2)([C:34]2[CH:39]=[CH:38][CH:37]=[CH:36][CH:35]=2)[C:28]2[CH:33]=[CH:32][CH:31]=[CH:30][CH:29]=2)[CH:3]=1. Product: [F:1][C:2]1[CH:10]=[C:9]2[C:5]([CH:6]=[N:7][N:8]2[C:11]([C:16]2[CH:17]=[CH:18][C:19]([C:22]([F:25])([F:23])[F:24])=[CH:20][CH:21]=2)([CH2:14][CH3:15])[CH:12]=[O:13])=[C:4]([NH:26][C:27]([C:40]2[CH:41]=[CH:42][CH:43]=[CH:44][CH:45]=2)([C:34]2[CH:35]=[CH:36][CH:37]=[CH:38][CH:39]=2)[C:28]2[CH:33]=[CH:32][CH:31]=[CH:30][CH:29]=2)[CH:3]=1. The catalyst class is: 16. (6) Reactant: [OH:1][C:2]1[CH:3]=[C:4]([CH:8]=[C:9]([OH:11])[CH:10]=1)[C:5]([OH:7])=[O:6].C(=O)([O-])[O-].[K+].[K+].[CH2:18](I)[CH:19]([CH3:21])[CH3:20].Cl. Product: [CH2:18]([O:1][C:2]1[CH:3]=[C:4]([CH:8]=[C:9]([O:11][CH2:3][CH:4]([CH3:8])[CH3:5])[CH:10]=1)[C:5]([O:7][CH2:18][CH:19]([CH3:21])[CH3:20])=[O:6])[CH:19]([CH3:21])[CH3:20]. The catalyst class is: 255.